From a dataset of Forward reaction prediction with 1.9M reactions from USPTO patents (1976-2016). Predict the product of the given reaction. (1) Given the reactants C([O:3][C:4](=[O:31])[CH:5]([O:28][CH2:29][CH3:30])[CH2:6][C:7]1[CH:12]=[CH:11][C:10]([O:13][CH2:14][C:15]2[N:16]=[C:17]([C:20]3[CH:25]=[CH:24][CH:23]=[CH:22][C:21]=3[Cl:26])[S:18][CH:19]=2)=[CH:9][C:8]=1[CH3:27])C.[Li+].[OH-], predict the reaction product. The product is: [Cl:26][C:21]1[CH:22]=[CH:23][CH:24]=[CH:25][C:20]=1[C:17]1[S:18][CH:19]=[C:15]([CH2:14][O:13][C:10]2[CH:11]=[CH:12][C:7]([CH2:6][CH:5]([O:28][CH2:29][CH3:30])[C:4]([OH:31])=[O:3])=[C:8]([CH3:27])[CH:9]=2)[N:16]=1. (2) Given the reactants [Br:1][C:2]1[C:10]([O:11][CH:12]([F:14])[F:13])=[C:9]([Br:15])[CH:8]=[CH:7][C:3]=1[C:4]([OH:6])=O.S(Cl)(Cl)=O.CN(C)C=O.CN[C:27]([NH:34][CH3:35])=[CH:28][C:29]([O:31][CH2:32][CH3:33])=[O:30].[C:36]1(C)C=CC=C[CH:37]=1, predict the reaction product. The product is: [CH:35]1([NH:34][CH:27]=[C:28]([C:4](=[O:6])[C:3]2[CH:7]=[CH:8][C:9]([Br:15])=[C:10]([O:11][CH:12]([F:14])[F:13])[C:2]=2[Br:1])[C:29]([O:31][CH2:32][CH3:33])=[O:30])[CH2:37][CH2:36]1.